This data is from Forward reaction prediction with 1.9M reactions from USPTO patents (1976-2016). The task is: Predict the product of the given reaction. (1) Given the reactants [CH:1]1([C:7]2[CH:20]=[CH:19][C:10]([O:11][CH2:12][C@H:13]3[O:17][C:16]([NH2:18])=[N:15][CH2:14]3)=[CH:9][CH:8]=2)[CH2:6][CH2:5][CH2:4][CH2:3][CH2:2]1.C([O:23][C:24](=O)[C:25]#[C:26][CH:27]1[CH2:32][CH2:31][CH2:30][CH2:29][CH2:28]1)C, predict the reaction product. The product is: [CH:27]1([C:26]2[N:15]3[CH2:14][C@@H:13]([CH2:12][O:11][C:10]4[CH:19]=[CH:20][C:7]([CH:1]5[CH2:2][CH2:3][CH2:4][CH2:5][CH2:6]5)=[CH:8][CH:9]=4)[O:17][C:16]3=[N:18][C:24](=[O:23])[CH:25]=2)[CH2:32][CH2:31][CH2:30][CH2:29][CH2:28]1. (2) Given the reactants Br[C:2]1[S:3][C:4]2[CH:10]=[C:9]([O:11][CH3:12])[CH:8]=[CH:7][C:5]=2[N:6]=1.N(OCCC(C)C)=O.N[C:22]1[S:23][C:24]2[CH:30]=[C:29]([O:31][CH3:32])[CH:28]=[CH:27][C:25]=2[N:26]=1.Cl, predict the reaction product. The product is: [CH3:12][O:11][C:9]1[CH:8]=[CH:7][C:5]2[N:6]=[C:2]([C:25]3[CH:24]=[CH:30][C:29]([O:31][CH3:32])=[CH:28][CH:27]=3)[S:3][C:4]=2[CH:10]=1.[OH:11][C:9]1[CH:10]=[CH:4][C:5]([C:22]2[S:23][C:24]3[CH:30]=[C:29]([OH:31])[CH:28]=[CH:27][C:25]=3[N:26]=2)=[CH:7][CH:8]=1. (3) Given the reactants [C:1]([C:3]1[CH:4]=[C:5]([NH:9][C:10](=[O:33])[NH:11][C:12]2[CH:17]=[CH:16][C:15]([S:18]([NH:21][CH2:22][C:23]3[CH:28]=[CH:27][C:26]([S:29](=[O:32])(=[O:31])[NH2:30])=[CH:25][CH:24]=3)(=[O:20])=[O:19])=[CH:14][CH:13]=2)[CH:6]=[CH:7][CH:8]=1)#[N:2].[N:34]1([C:40]([O:42][CH2:43][CH3:44])=[O:41])[CH2:39][CH2:38][NH:37][CH2:36][CH2:35]1, predict the reaction product. The product is: [NH:2]=[C:1]([C:3]1[CH:8]=[CH:7][CH:6]=[C:5]([NH:9][C:10]([NH:11][C:12]2[CH:17]=[CH:16][C:15]([S:18](=[O:20])(=[O:19])[NH:21][CH2:22][C:23]3[CH:28]=[CH:27][C:26]([S:29](=[O:32])(=[O:31])[NH2:30])=[CH:25][CH:24]=3)=[CH:14][CH:13]=2)=[O:33])[CH:4]=1)[N:37]1[CH2:36][CH2:35][N:34]([C:40]([O:42][CH2:43][CH3:44])=[O:41])[CH2:39][CH2:38]1. (4) The product is: [CH3:1][O:2][C:3]1[CH:8]=[CH:7][C:6]([C:9]([NH:24][C:25]2[CH2:26][O:27][C:28]([CH3:51])([CH3:50])[C:29]([F:48])([F:49])[C@:30]([C:33]3[CH:38]=[C:37]([C:53]4[N:54]=[CH:55][N:56]([C:58]5[CH:63]=[CH:62][C:61]([C:64]([F:67])([F:66])[F:65])=[CH:60][N:59]=5)[CH:57]=4)[CH:36]=[CH:35][C:34]=3[F:47])([CH3:32])[N:31]=2)([C:16]2[CH:17]=[CH:18][C:19]([O:22][CH3:23])=[CH:20][CH:21]=2)[C:10]2[CH:11]=[CH:12][CH:13]=[CH:14][CH:15]=2)=[CH:5][CH:4]=1. Given the reactants [CH3:1][O:2][C:3]1[CH:8]=[CH:7][C:6]([C:9]([NH:24][C:25]2[CH2:26][O:27][C:28]([CH3:51])([CH3:50])[C:29]([F:49])([F:48])[C@:30]([C:33]3[CH:38]=[C:37](B4OCC(C)(C)CO4)[CH:36]=[CH:35][C:34]=3[F:47])([CH3:32])[N:31]=2)([C:16]2[CH:21]=[CH:20][C:19]([O:22][CH3:23])=[CH:18][CH:17]=2)[C:10]2[CH:15]=[CH:14][CH:13]=[CH:12][CH:11]=2)=[CH:5][CH:4]=1.Br[C:53]1[N:54]=[CH:55][N:56]([C:58]2[CH:63]=[CH:62][C:61]([C:64]([F:67])([F:66])[F:65])=[CH:60][N:59]=2)[CH:57]=1, predict the reaction product. (5) Given the reactants [CH3:1][O:2][C:3]1[CH:9]=[C:8]([C:10]2[CH:19]=[CH:18][C:17]3[C:12](=[CH:13][CH:14]=[C:15]([O:20][CH3:21])[CH:16]=3)[CH:11]=2)[CH:7]=[CH:6][C:4]=1[NH2:5].[C:22](Cl)(=[O:24])[CH3:23].CN(C1C=CC=CN=1)C.C(=O)([O-])[O-].[Na+].[Na+], predict the reaction product. The product is: [CH3:1][O:2][C:3]1[CH:9]=[C:8]([C:10]2[CH:19]=[CH:18][C:17]3[C:12](=[CH:13][CH:14]=[C:15]([O:20][CH3:21])[CH:16]=3)[CH:11]=2)[CH:7]=[CH:6][C:4]=1[NH:5][C:22](=[O:24])[CH3:23]. (6) Given the reactants [Cl:1][C:2]1[CH:10]=[CH:9][C:8]([C:11]2[CH:16]=[CH:15][CH:14]=[CH:13][N:12]=2)=[CH:7][C:3]=1[C:4](O)=[O:5].ClC(OC(C)C)=O.CC[N:26](C(C)C)C(C)C.N, predict the reaction product. The product is: [Cl:1][C:2]1[CH:10]=[CH:9][C:8]([C:11]2[CH:16]=[CH:15][CH:14]=[CH:13][N:12]=2)=[CH:7][C:3]=1[C:4]([NH2:26])=[O:5]. (7) Given the reactants Cl[C:2]1[C:11]2[C:6](=[CH:7][C:8]([F:12])=[CH:9][CH:10]=2)[N:5]=[C:4]([C:13]2[CH:18]=[C:17]([N+:19]([O-:21])=[O:20])[CH:16]=[CH:15][C:14]=2[F:22])[C:3]=1[CH3:23].[O:24]1[CH2:29][CH2:28][N:27]([C:30]2[C:35]([NH2:36])=[CH:34][C:33]([N:37]3[CH2:42][CH2:41][O:40][CH2:39][CH2:38]3)=[CH:32][N:31]=2)[CH2:26][CH2:25]1, predict the reaction product. The product is: [O:24]1[CH2:29][CH2:28][N:27]([C:30]2[C:35]([NH:36][C:2]3[C:11]4[C:6](=[CH:7][C:8]([F:12])=[CH:9][CH:10]=4)[N:5]=[C:4]([C:13]4[CH:18]=[C:17]([N+:19]([O-:21])=[O:20])[CH:16]=[CH:15][C:14]=4[F:22])[C:3]=3[CH3:23])=[CH:34][C:33]([N:37]3[CH2:38][CH2:39][O:40][CH2:41][CH2:42]3)=[CH:32][N:31]=2)[CH2:26][CH2:25]1.